This data is from Reaction yield outcomes from USPTO patents with 853,638 reactions. The task is: Predict the reaction yield, written as a fraction of the theoretical maximum amount of product (1.0 means a 100% yield; for example, 0.34 means a 34% yield). The reactants are Cl[C:2]1[N:11]=[C:10]([N:12]2[CH2:17][CH2:16][N:15]([C:18](=[O:25])[C@H:19]([OH:24])[CH2:20][CH:21]([CH3:23])[CH3:22])[CH2:14][CH2:13]2)[C:9]2[C:4](=[CH:5][C:6]([CH3:26])=[CH:7][CH:8]=2)[N:3]=1.[F:27][C:28]1[CH:29]=[CH:30][C:31]([O:37][CH3:38])=[C:32](B(O)O)[CH:33]=1.C([O-])([O-])=O.[K+].[K+].C(#N)C. The catalyst is C1C=CC([P]([Pd]([P](C2C=CC=CC=2)(C2C=CC=CC=2)C2C=CC=CC=2)([P](C2C=CC=CC=2)(C2C=CC=CC=2)C2C=CC=CC=2)[P](C2C=CC=CC=2)(C2C=CC=CC=2)C2C=CC=CC=2)(C2C=CC=CC=2)C2C=CC=CC=2)=CC=1.O. The product is [F:27][C:28]1[CH:33]=[CH:32][C:31]([O:37][CH3:38])=[C:30]([C:2]2[N:11]=[C:10]([N:12]3[CH2:17][CH2:16][N:15]([C:18](=[O:25])[C@H:19]([OH:24])[CH2:20][CH:21]([CH3:23])[CH3:22])[CH2:14][CH2:13]3)[C:9]3[C:4](=[CH:5][C:6]([CH3:26])=[CH:7][CH:8]=3)[N:3]=2)[CH:29]=1. The yield is 0.700.